Dataset: NCI-60 drug combinations with 297,098 pairs across 59 cell lines. Task: Regression. Given two drug SMILES strings and cell line genomic features, predict the synergy score measuring deviation from expected non-interaction effect. Drug 1: C1CCC(C1)C(CC#N)N2C=C(C=N2)C3=C4C=CNC4=NC=N3. Drug 2: CN(CCCl)CCCl.Cl. Cell line: CCRF-CEM. Synergy scores: CSS=12.5, Synergy_ZIP=2.97, Synergy_Bliss=-3.18, Synergy_Loewe=-23.9, Synergy_HSA=-4.92.